This data is from Full USPTO retrosynthesis dataset with 1.9M reactions from patents (1976-2016). The task is: Predict the reactants needed to synthesize the given product. (1) The reactants are: C[O:2][C:3](=[O:34])[CH:4]([CH2:24][CH:25]=[CH:26][CH2:27][P:28]([O:32][CH3:33])([O:30]C)=[O:29])[CH2:5][C:6]([CH3:23])=[CH:7][CH2:8][C:9]1[C:10]([OH:22])=[C:11]2[C:15](=[C:16]([CH3:20])[C:17]=1[O:18][CH3:19])[CH2:14][O:13][C:12]2=[O:21].O.[CH3:36]O.O[Li].O. Given the product [CH2:33]([O:32][P:28]([CH2:27][CH:26]=[CH:25][CH2:24][CH:4]([CH2:5][C:6]([CH3:23])=[CH:7][CH2:8][C:9]1[C:10]([OH:22])=[C:11]2[C:15](=[C:16]([CH3:20])[C:17]=1[O:18][CH3:19])[CH2:14][O:13][C:12]2=[O:21])[C:3]([OH:2])=[O:34])([OH:30])=[O:29])[CH3:36], predict the reactants needed to synthesize it. (2) Given the product [C:1]([O:5][C:6]1[CH:15]=[C:14](/[CH:16]=[CH:17]/[C:18]2[CH:23]=[CH:22][CH:21]=[C:20]([F:24])[CH:19]=2)[C:13]2[C:8](=[CH:9][CH:10]=[C:11]([C:25]([C:27]3[CH:32]=[CH:31][C:30]([Cl:33])=[CH:29][CH:28]=3)([C:36]3[CH:37]=[CH:38][S:34][CH:35]=3)[OH:26])[CH:12]=2)[N:7]=1)([CH3:4])([CH3:2])[CH3:3], predict the reactants needed to synthesize it. The reactants are: [C:1]([O:5][C:6]1[CH:15]=[C:14](/[CH:16]=[CH:17]/[C:18]2[CH:23]=[CH:22][CH:21]=[C:20]([F:24])[CH:19]=2)[C:13]2[C:8](=[CH:9][CH:10]=[C:11]([C:25]([C:27]3[CH:32]=[CH:31][C:30]([Cl:33])=[CH:29][CH:28]=3)=[O:26])[CH:12]=2)[N:7]=1)([CH3:4])([CH3:3])[CH3:2].[S:34]1[CH:38]=[CH:37][C:36]([Mg]Br)=[CH:35]1. (3) The reactants are: C(N(CC)CC)C.O.[NH2:9][CH2:10][CH2:11][CH2:12][CH2:13][C:14]([OH:16])=[O:15].[CH3:17][C:18]([O:21][C:22]([O:24]N=C(C1C=CC=CC=1)C#N)=O)([CH3:20])[CH3:19]. Given the product [C:22]([CH:13]([CH2:12][CH2:11][CH2:10][NH2:9])[C:14]([OH:16])=[O:15])([O:21][C:18]([CH3:17])([CH3:19])[CH3:20])=[O:24], predict the reactants needed to synthesize it. (4) The reactants are: Br[CH2:2][CH2:3][CH2:4][N:5]1[C:9]2[CH:10]=[CH:11][CH:12]=[CH:13][C:8]=2[N:7]([C:14]2[CH:19]=[CH:18][C:17]([F:20])=[CH:16][CH:15]=2)[S:6]1(=[O:22])=[O:21].[CH3:23][NH2:24]. Given the product [F:20][C:17]1[CH:18]=[CH:19][C:14]([N:7]2[C:8]3[CH:13]=[CH:12][CH:11]=[CH:10][C:9]=3[N:5]([CH2:4][CH2:3][CH2:2][NH:24][CH3:23])[S:6]2(=[O:22])=[O:21])=[CH:15][CH:16]=1, predict the reactants needed to synthesize it. (5) Given the product [Cl:1][C:2]1[N:3]=[C:4]([N:22]2[CH2:23][CH2:24][O:25][CH2:26][CH2:27]2)[C:5]2[S:10][C:9]([C:11]3[CH:12]=[C:13]([C:17]([OH:19])=[O:18])[CH:14]=[N:15][CH:16]=3)=[CH:8][C:6]=2[N:7]=1, predict the reactants needed to synthesize it. The reactants are: [Cl:1][C:2]1[N:3]=[C:4]([N:22]2[CH2:27][CH2:26][O:25][CH2:24][CH2:23]2)[C:5]2[S:10][C:9]([C:11]3[CH:12]=[C:13]([C:17]([O:19]CC)=[O:18])[CH:14]=[N:15][CH:16]=3)=[CH:8][C:6]=2[N:7]=1.O.[OH-].[Li+].